This data is from Full USPTO retrosynthesis dataset with 1.9M reactions from patents (1976-2016). The task is: Predict the reactants needed to synthesize the given product. (1) Given the product [F:3][C:4]1[CH:5]=[CH:6][C:7]([CH:10]([OH:28])[CH:11]([CH2:17][C:18]2[CH:23]=[CH:22][CH:21]=[C:20]([O:24][CH:25]([CH3:27])[CH3:26])[CH:19]=2)[C:12]([O:14][CH2:15][CH3:16])=[O:13])=[CH:8][CH:9]=1, predict the reactants needed to synthesize it. The reactants are: [BH4-].[Na+].[F:3][C:4]1[CH:9]=[CH:8][C:7]([C:10](=[O:28])[CH:11]([CH2:17][C:18]2[CH:23]=[CH:22][CH:21]=[C:20]([O:24][CH:25]([CH3:27])[CH3:26])[CH:19]=2)[C:12]([O:14][CH2:15][CH3:16])=[O:13])=[CH:6][CH:5]=1.Cl. (2) Given the product [CH2:23]([O:22][C:20](=[O:21])[CH2:19][N:18]([CH:15]([CH3:17])[CH3:16])[C:2]1[C:11]([N+:12]([O-:14])=[O:13])=[CH:10][C:5]([C:6]([O:8][CH3:9])=[O:7])=[CH:4][N:3]=1)[CH3:24], predict the reactants needed to synthesize it. The reactants are: Cl[C:2]1[C:11]([N+:12]([O-:14])=[O:13])=[CH:10][C:5]([C:6]([O:8][CH3:9])=[O:7])=[CH:4][N:3]=1.[CH:15]([NH:18][CH2:19][C:20]([O:22][CH2:23][CH3:24])=[O:21])([CH3:17])[CH3:16]. (3) Given the product [C:1]([NH:4][C:5]1[CH:24]=[CH:23][C:8]([C:9]([NH:11][C:12]2[C:17]([F:18])=[CH:16][CH:15]=[C:14]([NH2:19])[C:13]=2[F:22])=[O:10])=[CH:7][N:6]=1)(=[O:3])[CH3:2], predict the reactants needed to synthesize it. The reactants are: [C:1]([NH:4][C:5]1[CH:24]=[CH:23][C:8]([C:9]([NH:11][C:12]2[C:17]([F:18])=[CH:16][CH:15]=[C:14]([N+:19]([O-])=O)[C:13]=2[F:22])=[O:10])=[CH:7][N:6]=1)(=[O:3])[CH3:2]. (4) Given the product [OH:1][C@H:2]1[CH2:6][CH2:5][CH2:4][C@@H:3]1[C:7]([NH:12][NH2:13])=[O:9], predict the reactants needed to synthesize it. The reactants are: [OH:1][C@H:2]1[CH2:6][CH2:5][CH2:4][C@@H:3]1[C:7]([O:9]C)=O.O.[NH2:12][NH2:13]. (5) Given the product [CH2:22]([O:21][C:18]1[CH:19]=[CH:20][C:15]([N:7]2[C:8]3[C:13](=[CH:12][C:11]([O:14][C:40]4[CH:39]=[CH:38][C:37]([O:36][C:35]([F:34])([F:46])[F:47])=[CH:42][CH:41]=4)=[CH:10][CH:9]=3)[C:5]([C:3]([OH:2])=[O:4])=[C:6]2[CH2:29][C:30]([OH:32])=[O:31])=[CH:16][CH:17]=1)[C:23]1[CH:28]=[CH:27][CH:26]=[CH:25][CH:24]=1, predict the reactants needed to synthesize it. The reactants are: C[O:2][C:3]([C:5]1[C:13]2[C:8](=[CH:9][CH:10]=[C:11]([OH:14])[CH:12]=2)[N:7]([C:15]2[CH:20]=[CH:19][C:18]([O:21][CH2:22][C:23]3[CH:28]=[CH:27][CH:26]=[CH:25][CH:24]=3)=[CH:17][CH:16]=2)[C:6]=1[CH2:29][C:30]([O:32]C)=[O:31])=[O:4].[F:34][C:35]([F:47])([F:46])[O:36][C:37]1[CH:42]=[CH:41][C:40](B(O)O)=[CH:39][CH:38]=1.C(CC1N(C2C=CC(OCC3C=CC(C)=CC=3)=CC=2)C2C(C=1C(O)=O)=CC(OC1C=CC(OC(C)C)=CC=1)=CC=2)(O)=O. (6) The reactants are: [Cl:1][C:2]1[CH:7]=[C:6]([F:8])[CH:5]=[CH:4][C:3]=1[C:9]1[CH2:10][CH2:11][N:12](C(OC(C)(C)C)=O)[CH2:13][CH:14]=1.C(NCC)C.CCCCCC.C([OH:35])C. Given the product [Cl:1][C:2]1[CH:7]=[C:6]([F:8])[CH:5]=[CH:4][C:3]=1[C@H:9]1[CH2:10][CH2:11][NH:12][CH2:13][C@@H:14]1[OH:35], predict the reactants needed to synthesize it.